From a dataset of NCI-60 drug combinations with 297,098 pairs across 59 cell lines. Regression. Given two drug SMILES strings and cell line genomic features, predict the synergy score measuring deviation from expected non-interaction effect. (1) Cell line: OVCAR-4. Drug 1: C(CCl)NC(=O)N(CCCl)N=O. Synergy scores: CSS=-2.06, Synergy_ZIP=1.35, Synergy_Bliss=-1.35, Synergy_Loewe=-2.57, Synergy_HSA=-3.53. Drug 2: C(CN)CNCCSP(=O)(O)O. (2) Drug 1: C1=CC(=CC=C1CCCC(=O)O)N(CCCl)CCCl. Drug 2: C1=NC2=C(N=C(N=C2N1C3C(C(C(O3)CO)O)F)Cl)N. Cell line: SNB-75. Synergy scores: CSS=15.2, Synergy_ZIP=-8.30, Synergy_Bliss=-5.31, Synergy_Loewe=-4.94, Synergy_HSA=-4.82. (3) Synergy scores: CSS=-0.358, Synergy_ZIP=6.44, Synergy_Bliss=-1.32, Synergy_Loewe=-6.25, Synergy_HSA=-5.27. Drug 1: C1CCC(C1)C(CC#N)N2C=C(C=N2)C3=C4C=CNC4=NC=N3. Cell line: HCT116. Drug 2: CN1C2=C(C=C(C=C2)N(CCCl)CCCl)N=C1CCCC(=O)O.Cl. (4) Drug 1: CC1=C2C(C(=O)C3(C(CC4C(C3C(C(C2(C)C)(CC1OC(=O)C(C(C5=CC=CC=C5)NC(=O)OC(C)(C)C)O)O)OC(=O)C6=CC=CC=C6)(CO4)OC(=O)C)O)C)O. Drug 2: CC=C1C(=O)NC(C(=O)OC2CC(=O)NC(C(=O)NC(CSSCCC=C2)C(=O)N1)C(C)C)C(C)C. Cell line: IGROV1. Synergy scores: CSS=57.6, Synergy_ZIP=0.855, Synergy_Bliss=0.697, Synergy_Loewe=2.40, Synergy_HSA=1.64. (5) Drug 1: C1=NC(=NC(=O)N1C2C(C(C(O2)CO)O)O)N. Drug 2: CC1CCC2CC(C(=CC=CC=CC(CC(C(=O)C(C(C(=CC(C(=O)CC(OC(=O)C3CCCCN3C(=O)C(=O)C1(O2)O)C(C)CC4CCC(C(C4)OC)OCCO)C)C)O)OC)C)C)C)OC. Cell line: CCRF-CEM. Synergy scores: CSS=14.4, Synergy_ZIP=2.19, Synergy_Bliss=7.88, Synergy_Loewe=-3.78, Synergy_HSA=0.613. (6) Drug 1: CC1C(C(CC(O1)OC2CC(CC3=C2C(=C4C(=C3O)C(=O)C5=C(C4=O)C(=CC=C5)OC)O)(C(=O)C)O)N)O.Cl. Drug 2: C1=CC(=CC=C1CCCC(=O)O)N(CCCl)CCCl. Cell line: OVCAR-8. Synergy scores: CSS=43.9, Synergy_ZIP=-6.18, Synergy_Bliss=3.64, Synergy_Loewe=3.12, Synergy_HSA=6.02. (7) Drug 1: CC(CN1CC(=O)NC(=O)C1)N2CC(=O)NC(=O)C2. Drug 2: CC12CCC3C(C1CCC2O)C(CC4=C3C=CC(=C4)O)CCCCCCCCCS(=O)CCCC(C(F)(F)F)(F)F. Cell line: U251. Synergy scores: CSS=18.4, Synergy_ZIP=-3.58, Synergy_Bliss=-6.10, Synergy_Loewe=-4.42, Synergy_HSA=-4.77. (8) Drug 1: C1=C(C(=O)NC(=O)N1)N(CCCl)CCCl. Drug 2: CCN(CC)CCCC(C)NC1=C2C=C(C=CC2=NC3=C1C=CC(=C3)Cl)OC. Cell line: UACC62. Synergy scores: CSS=14.5, Synergy_ZIP=-8.78, Synergy_Bliss=-10.3, Synergy_Loewe=-9.06, Synergy_HSA=-8.71. (9) Drug 1: C1=CC(=CC=C1CC(C(=O)O)N)N(CCCl)CCCl.Cl. Drug 2: C1CN1P(=S)(N2CC2)N3CC3. Cell line: NCI-H522. Synergy scores: CSS=9.65, Synergy_ZIP=-6.47, Synergy_Bliss=-5.84, Synergy_Loewe=-3.38, Synergy_HSA=-2.13. (10) Drug 1: CC1=CC2C(CCC3(C2CCC3(C(=O)C)OC(=O)C)C)C4(C1=CC(=O)CC4)C. Drug 2: C1=NNC2=C1C(=O)NC=N2. Cell line: SK-MEL-28. Synergy scores: CSS=-3.97, Synergy_ZIP=5.76, Synergy_Bliss=5.27, Synergy_Loewe=-0.616, Synergy_HSA=0.0570.